The task is: Regression. Given two drug SMILES strings and cell line genomic features, predict the synergy score measuring deviation from expected non-interaction effect.. This data is from NCI-60 drug combinations with 297,098 pairs across 59 cell lines. Drug 1: CC(C)CN1C=NC2=C1C3=CC=CC=C3N=C2N. Drug 2: CC1C(C(CC(O1)OC2CC(CC3=C2C(=C4C(=C3O)C(=O)C5=C(C4=O)C(=CC=C5)OC)O)(C(=O)CO)O)N)O.Cl. Cell line: SF-268. Synergy scores: CSS=40.0, Synergy_ZIP=0.132, Synergy_Bliss=-0.380, Synergy_Loewe=-13.6, Synergy_HSA=-1.57.